Dataset: Full USPTO retrosynthesis dataset with 1.9M reactions from patents (1976-2016). Task: Predict the reactants needed to synthesize the given product. Given the product [Br:1][C:2]1[CH:3]=[CH:4][CH:5]=[C:6]2[C:10]=1[N:9]([CH2:25][CH2:26][C:27]([O:29][CH2:30][CH3:31])=[O:28])[CH:8]=[C:7]2[CH2:11][CH2:12][CH2:13][O:14][C:15]1[CH:16]=[C:17]([CH3:23])[C:18]([Cl:22])=[C:19]([CH3:21])[CH:20]=1, predict the reactants needed to synthesize it. The reactants are: [Br:1][C:2]1[CH:3]=[CH:4][CH:5]=[C:6]2[C:10]=1[NH:9][CH:8]=[C:7]2[CH2:11][CH2:12][CH2:13][O:14][C:15]1[CH:20]=[C:19]([CH3:21])[C:18]([Cl:22])=[C:17]([CH3:23])[CH:16]=1.Br[CH2:25][CH2:26][C:27]([O:29][CH2:30][CH3:31])=[O:28].C(=O)([O-])[O-].[Cs+].[Cs+].